Dataset: Serine/threonine kinase 33 screen with 319,792 compounds. Task: Binary Classification. Given a drug SMILES string, predict its activity (active/inactive) in a high-throughput screening assay against a specified biological target. (1) The molecule is O=C1C(=c2\ccn(CC)cc2)/C(=O)c2c1cccc2. The result is 1 (active). (2) The drug is S(c1n(N)c(nn1)c1ncccc1)CC(=O)Nc1cc(F)c(cc1)C. The result is 0 (inactive). (3) The molecule is s1c2c(n(CC(=O)NCc3occc3)c(=O)n(c2=O)c2ccc(OCC)cc2)cc1. The result is 0 (inactive). (4) The drug is O=C(N1CCC(CC1)C)c1nn2c(nc(cc2c2ccccc2)c2ccccc2)c1. The result is 0 (inactive). (5) The compound is Clc1ccc(c2n(c(SCC(=O)N\N=C\c3sc([N+]([O-])=O)cc3)nn2)C)cc1. The result is 0 (inactive). (6) The compound is Clc1c(OCC(=O)NNC(=S)NCC=C)ccc(Cl)c1. The result is 0 (inactive). (7) The drug is Clc1c(nn2c1nccc2)C(=O)NCc1sccc1. The result is 0 (inactive).